Dataset: B-cell epitopes from IEDB database with 3,159 antigens for binding position prediction. Task: Token-level Classification. Given an antigen amino acid sequence, predict which amino acid positions are active epitope sites capable of antibody binding. Output is a list of indices for active positions. (1) Given the antigen sequence: MRCVGVGNRDFVEGLSGATWVDVVLEHGGCVTTMAKNKPTLDIELQKTEATQLATLRKLCIEGKITNITTDSRCPTQGEAVLPEEQDQNYVCKHTYVDRGWGNGCGLFGKGSLVTCAKFQCLEPIEGKVVQYENLKYTVIITVHTGDQHQVGNETQGVTAEITPQASTTEAILPEYGTLGLECSPRTGLDFNEMILLTMKNKAWMVHRQWFFDLPLPWASGATTETPTWNRKELLVTFKNAHAKKQEVVVLGSQEGAMHTALTGATEIQNSGGTSIFAGHLKCRLKMDKLELKGMSYAMCTNTFVLKKEVSETQHGTILIKVEYKGEDAPCKIPFSTEDGQGKAHNGRLITANPVVTKKEEPVNIEAEPPFGESNIVIGIGDNALKINWYKKGSSIGKMFEATERGARRMAILGDTAWDFGSVGGVLNSLGKMVHQIFGSAYTALFSGVSWVMKIGIGVLLTWIGLNSKNTSMSFSCIAIGIITLYLGAVVQA, which amino acid positions are active epitope sites? The epitope positions are: [418, 419, 420, 421, 422, 423, 424, 425, 426]. The amino acids at these positions are: DFGSVGGVL. (2) Given the antigen sequence: MMRNEFRVSTTENVVNLSNYEDARAKMSFALDQEDWKSDPSQGGGIKITHFTTWTSIPTLAAQFPFNASDSVGQQIKVIPVDPYFFQMTNTNPDQKCITALASICQMFCFWRGDLVFDFQVFPTKYH, which amino acid positions are active epitope sites? The epitope positions are: [101, 102, 103, 104, 105, 106, 107, 108, 109, 110, 111, 112, 113, 114, 115, 116, 117, 118, 119, 120]. The amino acids at these positions are: ASICQMFCFWRGDLVFDFQV. (3) Given the antigen sequence: MQVVLGSLFLLLLSTSHGWQIRDRIGDNELEERIIYPGTLWCGHGNKSSGPNELGRFKHTDACCRTHDMCPDVMSAGESKHGLTNTASHTRLSCDCDDKFYDCLKNSADTISSYFVGKMYFNLIDTKCYKLEHPVTGCGERTEGRCLHYTVDKSKPKVYQWFDLRKY, which amino acid positions are active epitope sites? The epitope positions are: [131, 132, 133, 134, 135, 136, 137, 138, 139, 140, 141, 142, 143, 144, 145, 146, 147, 148, 149, 150]. The amino acids at these positions are: EHPVTGCGERTEGRCLHYTV. (4) Given the antigen sequence: MRIISGVVGCLFLVFSHHVSAFRHNQRVGSLAPAEVVGDLTSTLETADTLMTLRDHMHNITKDMKHVLSNGREQIVNDVCSNAPEDSNCREVVNNYADRCEMYGCFTIDNVKYPLYQEYQPLSLPNPYQLDAAFRLFKESASNPAKNSVKREWLRFRNGANHGDYHYFVTGLLNNNVVHEEGTTDVEYLVNKVLYMATMNYKTYLTVNSMNAKFFNRFSFTTKIFSRRIRQTLSDIIRWNVPEDFEERSIERITQLTSSYEDYMLTQIPTLSKFARRYADMVKKVLLGSLTSYVEAPWYKRWIKKFRDFFSKNVTQPTKKFIEDTNEVTKNYLKANVAEPTKKFMQDTHEKTKGYLKENVAEPTKTFFKEAPQVTKHFFDENIGQPTKEFFREAPQATKHFLDENIGQPTKEFFREAPQATKHFLGENIAQPTKEFFKDVPQVTKKVITENIAQPTKEFRREVPHATMKVLNENIAQPAKEIIHEFGTGAKNFISAAHEG..., which amino acid positions are active epitope sites? The epitope positions are: [385, 386, 387, 388, 389, 390, 391, 392, 393]. The amino acids at these positions are: PTKEFFREA.